This data is from Catalyst prediction with 721,799 reactions and 888 catalyst types from USPTO. The task is: Predict which catalyst facilitates the given reaction. (1) Reactant: [Li+].[OH-:2].C([O:5][C:6](=[O:23])[CH2:7][NH:8][CH2:9][C:10]1[CH:15]=[CH:14][C:13]([O:16][C:17]2[CH:22]=[CH:21][CH:20]=[CH:19][CH:18]=2)=[CH:12][CH:11]=1)C. Product: [O:16]([C:13]1[CH:14]=[CH:15][C:10]([C:9]([NH:8][CH2:7][C:6]([OH:5])=[O:23])=[O:2])=[CH:11][CH:12]=1)[C:17]1[CH:22]=[CH:21][CH:20]=[CH:19][CH:18]=1. The catalyst class is: 87. (2) Reactant: Br[C:2]1[N:10]2[C:5]([C:6]([NH2:11])=[N:7][CH:8]=[N:9]2)=[CH:4][CH:3]=1.Cl[Si](C)(C)C.CC([Mg]Cl)C.[O:22]=[C:23]1[CH2:28][CH2:27][CH2:26][N:25]([C:29]([O:31][C:32]([CH3:35])([CH3:34])[CH3:33])=[O:30])[CH2:24]1. Product: [NH2:11][C:6]1[C:5]2=[CH:4][CH:3]=[C:2]([C:23]3([OH:22])[CH2:28][CH2:27][CH2:26][N:25]([C:29]([O:31][C:32]([CH3:34])([CH3:33])[CH3:35])=[O:30])[CH2:24]3)[N:10]2[N:9]=[CH:8][N:7]=1. The catalyst class is: 1. (3) Reactant: C[O:2][C:3](=[O:35])[C@@H:4]([O:26][C:27]1[N:32]=[C:31]([CH3:33])[CH:30]=[C:29]([CH3:34])[N:28]=1)[C@@:5]1([C:20]2[CH:25]=[CH:24][CH:23]=[CH:22][CH:21]=2)[N:11]([CH:12]=[O:13])[CH2:10][C:9](=[O:14])[N:8]([CH3:15])[C:7]2[CH:16]=[CH:17][CH:18]=[CH:19][C:6]1=2.[Li+].[OH-].C(O)(=O)CC(CC(O)=O)(C(O)=O)O. Product: [CH3:33][C:31]1[CH:30]=[C:29]([CH3:34])[N:28]=[C:27]([O:26][C@@H:4]([C@@:5]2([C:20]3[CH:25]=[CH:24][CH:23]=[CH:22][CH:21]=3)[N:11]([CH:12]=[O:13])[CH2:10][C:9](=[O:14])[N:8]([CH3:15])[C:7]3[CH:16]=[CH:17][CH:18]=[CH:19][C:6]2=3)[C:3]([OH:35])=[O:2])[N:32]=1. The catalyst class is: 36. (4) Reactant: [CH3:1][C:2](=[CH2:35])[CH2:3][C@:4]1([C:29]2[CH:34]=[CH:33][CH:32]=[CH:31][CH:30]=2)[CH2:10][CH2:9][CH2:8][N:7]([C@H:11]([C:13]2[CH:18]=[CH:17][C:16](B3OC(C)(C)C(C)(C)O3)=[CH:15][CH:14]=2)[CH3:12])[C:6](=[O:28])[NH:5]1.Br[C:37]1[CH:38]=[CH:39][C:40](=[O:44])[N:41]([CH3:43])[CH:42]=1.C([O-])([O-])=O.[Na+].[Na+]. Product: [CH3:43][N:41]1[C:40](=[O:44])[CH:39]=[CH:38][C:37]([C:16]2[CH:15]=[CH:14][C:13]([C@@H:11]([N:7]3[CH2:8][CH2:9][CH2:10][C@:4]([CH2:3][C:2]([CH3:1])=[CH2:35])([C:29]4[CH:34]=[CH:33][CH:32]=[CH:31][CH:30]=4)[NH:5][C:6]3=[O:28])[CH3:12])=[CH:18][CH:17]=2)=[CH:42]1. The catalyst class is: 658. (5) Reactant: CCN(P1(N(C)CCCN1C)=NC(C)(C)C)CC.[CH3:19][O:20][C:21](=[O:33])[CH2:22][C:23]1[C:31]2[C:26](=[N:27][CH:28]=[CH:29][CH:30]=2)[NH:25][C:24]=1[CH3:32].[CH2:34](Br)[C:35]1[CH:40]=[CH:39][CH:38]=[CH:37][CH:36]=1. Product: [CH3:19][O:20][C:21](=[O:33])[CH2:22][C:23]1[C:31]2[C:26](=[N:27][CH:28]=[CH:29][CH:30]=2)[N:25]([CH2:34][C:35]2[CH:40]=[CH:39][CH:38]=[CH:37][CH:36]=2)[C:24]=1[CH3:32]. The catalyst class is: 3. (6) Reactant: [Br:1][C:2]1[CH:8]=[CH:7][CH:6]=[CH:5][C:3]=1[NH2:4].[C:9]([OH:13])(=[O:12])[CH:10]=[CH2:11]. Product: [Br:1][C:2]1[CH:8]=[CH:7][CH:6]=[CH:5][C:3]=1[NH:4][CH2:11][CH2:10][C:9]([OH:13])=[O:12]. The catalyst class is: 6.